From a dataset of Full USPTO retrosynthesis dataset with 1.9M reactions from patents (1976-2016). Predict the reactants needed to synthesize the given product. (1) The reactants are: [C-:1]#[N:2].[Na+].Br[CH2:5][C:6]1[CH:11]=[C:10]([F:12])[C:9]([C:13]2[N:18]=[C:17]([C:19]([O:21][CH3:22])=[O:20])[CH:16]=[CH:15][C:14]=2[F:23])=[C:8]([F:24])[CH:7]=1. Given the product [C:1]([CH2:5][C:6]1[CH:11]=[C:10]([F:12])[C:9]([C:13]2[N:18]=[C:17]([C:19]([O:21][CH3:22])=[O:20])[CH:16]=[CH:15][C:14]=2[F:23])=[C:8]([F:24])[CH:7]=1)#[N:2], predict the reactants needed to synthesize it. (2) Given the product [NH2:1][C:2]1[C:7]([C:8]([C:10]2[C:15]([O:16][CH3:17])=[CH:14][CH:13]=[C:12]([F:18])[C:11]=2[F:19])=[O:9])=[CH:6][N:5]=[C:4]([NH:20][CH:21]2[CH2:26][CH2:25][N:24]([S:27]([CH2:30][CH2:31][CH2:32][N:34]3[CH2:39][CH2:38][O:37][CH2:36][CH2:35]3)(=[O:29])=[O:28])[CH2:23][CH2:22]2)[N:3]=1, predict the reactants needed to synthesize it. The reactants are: [NH2:1][C:2]1[C:7]([C:8]([C:10]2[C:15]([O:16][CH3:17])=[CH:14][CH:13]=[C:12]([F:18])[C:11]=2[F:19])=[O:9])=[CH:6][N:5]=[C:4]([NH:20][CH:21]2[CH2:26][CH2:25][N:24]([S:27]([CH2:30][CH2:31][CH2:32]Cl)(=[O:29])=[O:28])[CH2:23][CH2:22]2)[N:3]=1.[NH:34]1[CH2:39][CH2:38][O:37][CH2:36][CH2:35]1. (3) Given the product [C:19]([CH2:6][CH:7]1[CH2:12][CH2:11][N:10]([C:13]([O:15][CH:16]([CH3:18])[CH3:17])=[O:14])[CH2:9][CH2:8]1)#[N:20], predict the reactants needed to synthesize it. The reactants are: CS(O[CH2:6][CH:7]1[CH2:12][CH2:11][N:10]([C:13]([O:15][CH:16]([CH3:18])[CH3:17])=[O:14])[CH2:9][CH2:8]1)(=O)=O.[C-:19]#[N:20].[K+].C([O-])([O-])=O.[Cs+].[Cs+].O. (4) Given the product [C:10]([OH:36])(=[O:11])/[CH:9]=[CH:19]/[C:22]([OH:24])=[O:25].[CH:27]1([N:30]2[CH2:35][CH2:34][CH:33]([NH:3][C@@H:4]3[CH2:6][C@H:5]3[C:7]3[CH:8]=[C:9]([CH:19]=[CH:20][CH:21]=3)[C:10]([NH:12][C:13]3[S:14][C:15]([CH3:18])=[N:16][N:17]=3)=[O:11])[CH2:32][CH2:31]2)[CH2:29][CH2:28]1, predict the reactants needed to synthesize it. The reactants are: Cl.Cl.[NH2:3][C@@H:4]1[CH2:6][C@H:5]1[C:7]1[CH:8]=[C:9]([CH:19]=[CH:20][CH:21]=1)[C:10]([NH:12][C:13]1[S:14][C:15]([CH3:18])=[N:16][N:17]=1)=[O:11].[C:22](=[O:25])([O-:24])O.[Na+].[CH:27]1([N:30]2[CH2:35][CH2:34][C:33](=[O:36])[CH2:32][CH2:31]2)[CH2:29][CH2:28]1. (5) Given the product [CH3:52][O:51][C:49](=[O:50])[C:48]([NH:47][C:45]([O:44][C:41]([CH3:40])([CH3:42])[CH3:43])=[O:46])=[CH:23][C:21]1[CH:20]=[CH:19][C:17]2[O:18][C@@H:13]([C:10]3[CH:9]=[CH:8][C:7]([O:6][CH2:5][C:4]4[CH:25]=[CH:26][C:27]([Cl:28])=[C:2]([Cl:1])[CH:3]=4)=[CH:12][CH:11]=3)[CH2:14][O:15][C:16]=2[CH:22]=1, predict the reactants needed to synthesize it. The reactants are: [Cl:1][C:2]1[CH:3]=[C:4]([CH:25]=[CH:26][C:27]=1[Cl:28])[CH2:5][O:6][C:7]1[CH:12]=[CH:11][C:10]([C@@H:13]2[O:18][C:17]3[CH:19]=[CH:20][C:21]([CH:23]=O)=[CH:22][C:16]=3[O:15][CH2:14]2)=[CH:9][CH:8]=1.C1CCN2C(=NCCC2)CC1.[CH3:40][C:41]([O:44][C:45]([NH:47][CH:48](P(OC)(OC)=O)[C:49]([O:51][CH3:52])=[O:50])=[O:46])([CH3:43])[CH3:42]. (6) Given the product [C:16]([Si:13]([CH3:14])([CH3:15])[O:12][CH2:11][CH2:10][CH2:9][CH2:8][CH2:7][CH2:6][C:5]1[S:1][C:2]([C:20]2[S:21][C:22]([B:30]3[O:32][C:37]([CH3:39])([CH3:38])[C:34]([CH3:36])([CH3:35])[O:31]3)=[CH:23][CH:24]=2)=[CH:3][CH:4]=1)([CH3:18])([CH3:19])[CH3:17], predict the reactants needed to synthesize it. The reactants are: [S:1]1[C:5]([CH2:6][CH2:7][CH2:8][CH2:9][CH2:10][CH2:11][O:12][Si:13]([C:16]([CH3:19])([CH3:18])[CH3:17])([CH3:15])[CH3:14])=[CH:4][CH:3]=[C:2]1[C:20]1[S:21][CH:22]=[CH:23][CH:24]=1.C([Li])CCC.[BH:30]([OH:32])[OH:31].O[C:34]([C:37](O)([CH3:39])[CH3:38])([CH3:36])[CH3:35]. (7) Given the product [NH2:27][C:25]1[C:3]2[C:4]([O:5][CH2:6][C:7]3([C:14]([NH:16][CH:17]4[CH2:21][CH2:20][CH2:19][CH2:18]4)=[O:15])[CH2:12][CH2:11][CH2:10][NH:9][C:8]3=[O:13])=[CH:22][CH:23]=[CH:24][C:2]=2[NH:1][S:28](=[O:32])(=[O:31])[N:26]=1, predict the reactants needed to synthesize it. The reactants are: [NH2:1][C:2]1[C:3]([C:25](=[NH:27])[NH2:26])=[C:4]([CH:22]=[CH:23][CH:24]=1)[O:5][CH2:6][C:7]1([C:14]([NH:16][CH:17]2[CH2:21][CH2:20][CH2:19][CH2:18]2)=[O:15])[CH2:12][CH2:11][CH2:10][NH:9][C:8]1=[O:13].[S:28](=[O:32])(=[O:31])(N)N.